This data is from Full USPTO retrosynthesis dataset with 1.9M reactions from patents (1976-2016). The task is: Predict the reactants needed to synthesize the given product. (1) Given the product [F:1][C:2]1[CH:7]=[CH:6][C:5]([NH:8][CH2:19][CH2:18][C:15]2[CH:14]=[CH:13][C:12]([C:11]([F:10])([F:22])[F:23])=[CH:17][CH:16]=2)=[CH:4][C:3]=1[CH3:9], predict the reactants needed to synthesize it. The reactants are: [F:1][C:2]1[CH:7]=[CH:6][C:5]([NH2:8])=[CH:4][C:3]=1[CH3:9].[F:10][C:11]([F:23])([F:22])[C:12]1[CH:17]=[CH:16][C:15]([CH2:18][C:19](O)=O)=[CH:14][CH:13]=1. (2) Given the product [CH3:14][O:15][C:16]1[CH:21]=[CH:20][C:19]([O:22][C:2]2[CH:7]=[CH:6][C:5]([C:8]3[CH:13]=[CH:12][CH:11]=[CH:10][CH:9]=3)=[CH:4][CH:3]=2)=[CH:18][CH:17]=1, predict the reactants needed to synthesize it. The reactants are: Br[C:2]1[CH:7]=[CH:6][C:5]([C:8]2[CH:13]=[CH:12][CH:11]=[CH:10][CH:9]=2)=[CH:4][CH:3]=1.[CH3:14][O:15][C:16]1[CH:21]=[CH:20][C:19]([OH:22])=[CH:18][CH:17]=1.C([O-])([O-])=O.[Cs+].[Cs+].Cl.CN(C)CC(O)=O. (3) Given the product [C:1]([NH:4][CH2:5][CH2:6][CH2:7][S:8]([O:11][CH2:12][C:13]([CH3:27])([CH3:26])[C@@H:14]([O:18][Si:19]([CH3:25])([CH3:24])[C:20]([CH3:21])([CH3:23])[CH3:22])[C:15]([O:17][CH2:36][C:31]1[O:32][C:33](=[O:35])[O:34][C:30]=1[CH3:29])=[O:16])(=[O:9])=[O:10])(=[O:3])[CH3:2], predict the reactants needed to synthesize it. The reactants are: [C:1]([NH:4][CH2:5][CH2:6][CH2:7][S:8]([O:11][CH2:12][C:13]([CH3:27])([CH3:26])[C@@H:14]([O:18][Si:19]([CH3:25])([CH3:24])[C:20]([CH3:23])([CH3:22])[CH3:21])[C:15]([OH:17])=[O:16])(=[O:10])=[O:9])(=[O:3])[CH3:2].Br[CH2:29][C:30]1[O:34][C:33](=[O:35])[O:32][C:31]=1[CH3:36]. (4) The reactants are: [Cl:1][C:2]1[CH:39]=[CH:38][C:5]([C:6]([NH:8]C2N(C3CCCNC3)C3C=CC(CN([C@H](C(C)(C)C)C)C(=O)C(F)(F)F)=CC=3N=2)=[O:7])=[CH:4][CH:3]=1.C(Cl)(=O)C=C. Given the product [Cl:1][C:2]1[CH:39]=[CH:38][C:5]([C:6]([NH2:8])=[O:7])=[CH:4][CH:3]=1, predict the reactants needed to synthesize it. (5) Given the product [O:26]1[C:27]2[C:28](=[N:29][CH:30]=[CH:31][CH:32]=2)[O:33][C@@H:24]([C:21]2[CH:20]=[CH:19][C:18]([CH2:17][N:12]3[CH2:13][CH2:14][C:15]4[N:16]=[C:8]([NH2:7])[S:9][C:10]=4[CH2:11]3)=[CH:23][CH:22]=2)[CH2:25]1, predict the reactants needed to synthesize it. The reactants are: C(OC(=O)[NH:7][C:8]1[S:9][C:10]2[CH2:11][N:12]([CH2:17][C:18]3[CH:23]=[CH:22][C:21]([C@@H:24]4[O:33][C:28]5=[N:29][CH:30]=[CH:31][CH:32]=[C:27]5[O:26][CH2:25]4)=[CH:20][CH:19]=3)[CH2:13][CH2:14][C:15]=2[N:16]=1)(C)(C)C.Cl.O1CCOCC1.